Dataset: Reaction yield outcomes from USPTO patents with 853,638 reactions. Task: Predict the reaction yield, written as a fraction of the theoretical maximum amount of product (1.0 means a 100% yield; for example, 0.34 means a 34% yield). (1) The reactants are [NH2:1][C:2]1[CH:3]=[C:4]2[C:9](=[CH:10][CH:11]=1)[N:8]=[C:7]([C:12]1[CH:17]=[C:16]([CH3:18])[C:15]([O:19][CH2:20][CH2:21][OH:22])=[C:14]([CH3:23])[CH:13]=1)[NH:6][C:5]2=[O:24].[C:25](OC(=O)C)(=[O:27])[CH3:26].C([O-])([O-])=O.[K+].[K+]. The catalyst is N1C=CC=CC=1. The product is [OH:22][CH2:21][CH2:20][O:19][C:15]1[C:16]([CH3:18])=[CH:17][C:12]([C:7]2[NH:6][C:5](=[O:24])[C:4]3[C:9](=[CH:10][CH:11]=[C:2]([NH:1][C:25](=[O:27])[CH3:26])[CH:3]=3)[N:8]=2)=[CH:13][C:14]=1[CH3:23]. The yield is 0.600. (2) The reactants are [OH-].[Na+].[CH3:3][O:4][C:5]1[CH:10]=[CH:9][C:8]([NH:11][CH2:12][C:13]([O:15]CC)=[O:14])=[CH:7][CH:6]=1.P(=O)(O)(O)O. The catalyst is CCO.C1COCC1.O. The product is [CH3:3][O:4][C:5]1[CH:6]=[CH:7][C:8]([NH:11][CH2:12][C:13]([OH:15])=[O:14])=[CH:9][CH:10]=1. The yield is 0.840. (3) The reactants are Cl[CH2:2][CH2:3][CH2:4][S:5]([N:8]1[CH2:13][CH2:12][CH:11]([C:14]2[C:22]3[C:17](=[C:18]([C:29]([NH2:31])=[O:30])[CH:19]=[C:20]([C:23]4[CH:28]=[CH:27][CH:26]=[CH:25][CH:24]=4)[CH:21]=3)[NH:16][CH:15]=2)[CH2:10][CH2:9]1)(=[O:7])=[O:6].[F:32][C:33]([F:42])([F:41])[C:34]1[CH:39]=[CH:38][CH:37]=[CH:36][C:35]=1[OH:40].C([O-])([O-])=O.[K+].[K+]. The catalyst is [I-].[Na+]. The product is [C:23]1([C:20]2[CH:21]=[C:22]3[C:17](=[C:18]([C:29]([NH2:31])=[O:30])[CH:19]=2)[NH:16][CH:15]=[C:14]3[CH:11]2[CH2:12][CH2:13][N:8]([S:5]([CH2:4][CH2:3][CH2:2][O:40][C:35]3[CH:36]=[CH:37][CH:38]=[CH:39][C:34]=3[C:33]([F:32])([F:41])[F:42])(=[O:7])=[O:6])[CH2:9][CH2:10]2)[CH:28]=[CH:27][CH:26]=[CH:25][CH:24]=1. The yield is 0.500. (4) The reactants are [H-].[Na+].[CH3:3][N:4]1[C:12](=[O:13])[CH:11]=[CH:10][N:9]2[C:5]1=[N:6][C@@H:7]1[CH2:16][CH2:15][CH2:14][C@@H:8]12.C1(C)C=CC(S([CH2:26][N+:27]#[C-:28])(=O)=O)=CC=1. The catalyst is C1COCC1. The product is [CH3:3][N:4]1[C:12](=[O:13])[C:11]2=[CH:26][NH:27][CH:28]=[C:10]2[N:9]2[C@H:8]3[CH2:14][CH2:15][CH2:16][C@H:7]3[N:6]=[C:5]12. The yield is 0.940. (5) The reactants are Br[C:2]1[CH:3]=[CH:4][C:5]([NH2:10])=[N:6][C:7]=1[O:8][CH3:9].[CH3:11][C:12]1[N:13]=[CH:14][NH:15][CH:16]=1. The catalyst is CN(C=O)C.ClCCl.CO.[Cu]I. The product is [CH3:9][O:8][C:7]1[N:6]=[C:5]([NH2:10])[CH:4]=[CH:3][C:2]=1[N:15]1[CH:16]=[C:12]([CH3:11])[N:13]=[CH:14]1. The yield is 0.220. (6) The reactants are [Cl:1][C:2]1[CH:3]=[C:4]([NH2:20])[C:5]([NH2:19])=[CH:6][C:7]=1[O:8][C:9]1[CH:14]=[CH:13][C:12]([C:15]([F:18])([F:17])[F:16])=[CH:11][CH:10]=1.[F:21][C:22]([F:33])([F:32])[C:23]([F:31])([F:30])[C:24]([F:29])([F:28])[C:25](O)=O. The catalyst is C(OCC)(=O)C. The product is [Cl:1][C:2]1[C:7]([O:8][C:9]2[CH:14]=[CH:13][C:12]([C:15]([F:18])([F:16])[F:17])=[CH:11][CH:10]=2)=[CH:6][C:5]2[NH:19][C:25]([C:24]([F:28])([F:29])[C:23]([F:30])([F:31])[C:22]([F:33])([F:32])[F:21])=[N:20][C:4]=2[CH:3]=1. The yield is 0.430. (7) The reactants are [NH2:1][CH2:2][CH2:3][O:4][CH:5]([C:35]1[CH:40]=[CH:39][CH:38]=[C:37]([Cl:41])[CH:36]=1)[C:6]1[CH:7]=[C:8]([CH:32]=[CH:33][CH:34]=1)[C:9]([NH:11][C@@H:12]([CH2:25][CH:26]1[CH2:31][CH2:30][CH2:29][CH2:28][CH2:27]1)[CH2:13][N:14]([CH3:24])[C:15](=[O:23])[O:16][CH2:17][CH2:18][Si:19]([CH3:22])([CH3:21])[CH3:20])=[O:10].C(N(CC)CC)C.Cl[C:50]([O:52][CH3:53])=[O:51]. The catalyst is CN(C)C1C=CN=CC=1.C(Cl)Cl. The product is [CH3:53][O:52][C:50]([NH:1][CH2:2][CH2:3][O:4][CH:5]([C:35]1[CH:40]=[CH:39][CH:38]=[C:37]([Cl:41])[CH:36]=1)[C:6]1[CH:7]=[C:8]([CH:32]=[CH:33][CH:34]=1)[C:9]([NH:11][C@@H:12]([CH2:25][CH:26]1[CH2:27][CH2:28][CH2:29][CH2:30][CH2:31]1)[CH2:13][N:14]([CH3:24])[C:15](=[O:23])[O:16][CH2:17][CH2:18][Si:19]([CH3:22])([CH3:21])[CH3:20])=[O:10])=[O:51]. The yield is 0.370.